This data is from Full USPTO retrosynthesis dataset with 1.9M reactions from patents (1976-2016). The task is: Predict the reactants needed to synthesize the given product. Given the product [F:22][C:20]1[CH:21]=[C:16]([O:15][C:13]2[CH:12]=[CH:11][N:10]=[C:9]([NH:8][C:6](=[O:7])[C@@H:5]([OH:4])[CH3:40])[CH:14]=2)[C:17]([F:39])=[CH:18][C:19]=1[NH:23][C:24]([C:26]1([C:29]([NH:30][C:31]2[CH:32]=[CH:33][C:34]([F:37])=[CH:35][CH:36]=2)=[O:38])[CH2:28][CH2:27]1)=[O:25], predict the reactants needed to synthesize it. The reactants are: C([O:4][C@@H:5]([CH3:40])[C:6]([NH:8][C:9]1[CH:14]=[C:13]([O:15][C:16]2[CH:21]=[C:20]([F:22])[C:19]([NH:23][C:24]([C:26]3([C:29](=[O:38])[NH:30][C:31]4[CH:36]=[CH:35][C:34]([F:37])=[CH:33][CH:32]=4)[CH2:28][CH2:27]3)=[O:25])=[CH:18][C:17]=2[F:39])[CH:12]=[CH:11][N:10]=1)=[O:7])(=O)C.C(=O)([O-])[O-].[K+].[K+].